From a dataset of HIV replication inhibition screening data with 41,000+ compounds from the AIDS Antiviral Screen. Binary Classification. Given a drug SMILES string, predict its activity (active/inactive) in a high-throughput screening assay against a specified biological target. (1) The molecule is N=C(N)NS(=O)(=O)c1ccc(NC(=O)c2cccc3c(=O)c4ccccc4[nH]c23)cc1. The result is 0 (inactive). (2) The compound is OC1c2ccccc2-c2nc3cccccc-3c21. The result is 0 (inactive).